Dataset: Catalyst prediction with 721,799 reactions and 888 catalyst types from USPTO. Task: Predict which catalyst facilitates the given reaction. (1) Reactant: [F:1][C:2]1[CH:3]=[CH:4][C:5]([CH3:33])=[C:6]([CH:32]=1)[O:7][CH2:8][C:9]1[C:10]([C:23]2[CH:28]=[CH:27][C:26]([OH:29])=[CH:25][C:24]=2[O:30][CH3:31])=[CH:11][CH:12]=[C:13]2[C:18]=1[N:17]([CH3:19])[C:16](=[O:20])[C:15]([CH3:22])([CH3:21])[NH:14]2.C(N(CC)CC)C.[CH3:41][S:42](Cl)(=[O:44])=[O:43]. Product: [F:1][C:2]1[CH:3]=[CH:4][C:5]([CH3:33])=[C:6]([CH:32]=1)[O:7][CH2:8][C:9]1[C:10]([C:23]2[CH:28]=[CH:27][C:26]([O:29][S:42]([CH3:41])(=[O:44])=[O:43])=[CH:25][C:24]=2[O:30][CH3:31])=[CH:11][CH:12]=[C:13]2[C:18]=1[N:17]([CH3:19])[C:16](=[O:20])[C:15]([CH3:22])([CH3:21])[NH:14]2. The catalyst class is: 4. (2) Reactant: [N:1]1[CH:6]=[CH:5][CH:4]=[C:3]([C:7]2[CH:8]=[C:9]3[C:15]([C:16]4[N:21]=[C:20]([N:22]5[CH2:27][CH2:26][NH:25][C:24](=[O:28])[CH2:23]5)[CH:19]=[CH:18][CH:17]=4)=[N:14][N:13](COCC[Si](C)(C)C)[C:10]3=[CH:11][N:12]=2)[CH:2]=1.Cl. Product: [N:1]1[CH:6]=[CH:5][CH:4]=[C:3]([C:7]2[CH:8]=[C:9]3[C:15]([C:16]4[N:21]=[C:20]([N:22]5[CH2:27][CH2:26][NH:25][C:24](=[O:28])[CH2:23]5)[CH:19]=[CH:18][CH:17]=4)=[N:14][NH:13][C:10]3=[CH:11][N:12]=2)[CH:2]=1. The catalyst class is: 12. (3) Reactant: [C:1]1([C@@H:7]([NH:10][C:11]([C:13]2[C:22]3[C:17](=[CH:18][CH:19]=[CH:20][CH:21]=3)[N:16]=[C:15]([C:23]3[CH:28]=[CH:27][CH:26]=[CH:25][CH:24]=3)[C:14]=2[CH2:29][N:30]2[CH2:35][CH2:34][NH:33][CH2:32][CH2:31]2)=[O:12])[CH2:8][CH3:9])[CH:6]=[CH:5][CH:4]=[CH:3][CH:2]=1.[C:36]([NH:43][CH2:44][CH2:45][C:46](O)=[O:47])([O:38][C:39]([CH3:42])([CH3:41])[CH3:40])=[O:37].CN(C(ON1N=NC2C=CC=CC1=2)=[N+](C)C)C.F[P-](F)(F)(F)(F)F. Product: [C:39]([O:38][C:36](=[O:37])[NH:43][CH2:44][CH2:45][C:46](=[O:47])[N:33]1[CH2:32][CH2:31][N:30]([CH2:29][C:14]2[C:15]([C:23]3[CH:24]=[CH:25][CH:26]=[CH:27][CH:28]=3)=[N:16][C:17]3[C:22]([C:13]=2[C:11](=[O:12])[NH:10][C@H:7]([C:1]2[CH:2]=[CH:3][CH:4]=[CH:5][CH:6]=2)[CH2:8][CH3:9])=[CH:21][CH:20]=[CH:19][CH:18]=3)[CH2:35][CH2:34]1)([CH3:42])([CH3:40])[CH3:41]. The catalyst class is: 2.